This data is from Catalyst prediction with 721,799 reactions and 888 catalyst types from USPTO. The task is: Predict which catalyst facilitates the given reaction. (1) Reactant: [C:1]([O:5][C:6]([N:8]([CH2:10][C:11]1[C:12]([F:35])=[C:13]([C:28]2[C:29]([F:34])=[N:30][CH:31]=[CH:32][CH:33]=2)[N:14]([S:16]([C:19]2[CH:20]=[C:21]([CH:25]=[CH:26][CH:27]=2)[C:22]([OH:24])=O)(=[O:18])=[O:17])[CH:15]=1)[CH3:9])=[O:7])([CH3:4])([CH3:3])[CH3:2].Cl.C(N=C=NCCCN(C)C)C.[NH2:48][CH2:49][CH2:50][OH:51]. Product: [F:35][C:12]1[C:11]([CH2:10][N:8]([CH3:9])[C:6](=[O:7])[O:5][C:1]([CH3:4])([CH3:2])[CH3:3])=[CH:15][N:14]([S:16]([C:19]2[CH:27]=[CH:26][CH:25]=[C:21]([C:22]([NH:48][CH2:49][CH2:50][OH:51])=[O:24])[CH:20]=2)(=[O:18])=[O:17])[C:13]=1[C:28]1[C:29]([F:34])=[N:30][CH:31]=[CH:32][CH:33]=1. The catalyst class is: 35. (2) Product: [Cl:1][C:2]1[CH:8]=[C:7]([O:9][C:10]2[C:11]3[N:18]([CH3:19])[CH:17]=[CH:16][C:12]=3[N:13]=[CH:14][N:15]=2)[CH:6]=[CH:5][C:3]=1[NH:4][C:31]([NH:42][C:41]1[CH:43]=[C:44]([C:47]([F:48])([F:49])[F:50])[CH:45]=[CH:46][C:40]=1[CH3:39])=[O:37]. Reactant: [Cl:1][C:2]1[CH:8]=[C:7]([O:9][C:10]2[C:11]3[N:18]([CH3:19])[CH:17]=[CH:16][C:12]=3[N:13]=[CH:14][N:15]=2)[CH:6]=[CH:5][C:3]=1[NH2:4].C(N(CC)CC)C.ClC(Cl)(O[C:31](=[O:37])OC(Cl)(Cl)Cl)Cl.[CH3:39][C:40]1[CH:46]=[CH:45][C:44]([C:47]([F:50])([F:49])[F:48])=[CH:43][C:41]=1[NH2:42]. The catalyst class is: 146.